Dataset: Catalyst prediction with 721,799 reactions and 888 catalyst types from USPTO. Task: Predict which catalyst facilitates the given reaction. (1) Reactant: [CH3:1][C@@H:2]1[CH2:6][CH2:5][CH2:4][N:3]1[CH2:7][C:8]1[S:12][C:11]([NH:13]C(=O)C)=[N:10][C:9]=1[C:17]1[CH:22]=[C:21]([O:23][C:24]([F:27])([F:26])[F:25])[CH:20]=[C:19]([CH3:28])[CH:18]=1.C(O)C.[OH-].[Na+]. Product: [CH3:1][C@@H:2]1[CH2:6][CH2:5][CH2:4][N:3]1[CH2:7][C:8]1[S:12][C:11]([NH2:13])=[N:10][C:9]=1[C:17]1[CH:22]=[C:21]([O:23][C:24]([F:27])([F:25])[F:26])[CH:20]=[C:19]([CH3:28])[CH:18]=1. The catalyst class is: 6. (2) Reactant: [OH:1][C:2]1[CH:3]=[C:4]([C:12]2[N:13]=[C:14]([CH2:17][N:18]3[CH:22]=[C:21]([C:23]([O:25][CH2:26][CH3:27])=[O:24])[CH:20]=[N:19]3)[S:15][CH:16]=2)[CH:5]=[C:6]([C:8]([F:11])([F:10])[F:9])[CH:7]=1.[N:28]1[CH:33]=[CH:32][CH:31]=[C:30]([CH2:34]O)[CH:29]=1.C1(P(C2C=CC=CC=2)C2C=CC=CC=2)C=CC=CC=1.N(C(OC(C)C)=O)=NC(OC(C)C)=O. Product: [N:28]1[CH:33]=[CH:32][CH:31]=[C:30]([CH2:34][O:1][C:2]2[CH:3]=[C:4]([C:12]3[N:13]=[C:14]([CH2:17][N:18]4[CH:22]=[C:21]([C:23]([O:25][CH2:26][CH3:27])=[O:24])[CH:20]=[N:19]4)[S:15][CH:16]=3)[CH:5]=[C:6]([C:8]([F:9])([F:10])[F:11])[CH:7]=2)[CH:29]=1. The catalyst class is: 30. (3) Reactant: [Br:1][C:2]1[CH:3]=[C:4]([CH:8]=[CH:9][N:10]=1)[C:5]([OH:7])=O.CN(C(ON1N=NC2C=CC=NC1=2)=[N+](C)C)C.F[P-](F)(F)(F)(F)F.CN1CCOCC1.[CH3:42][O:43][C:44]1[C:45]2[N:58]=[C:57]([NH2:59])[S:56][C:46]=2[C:47]([N:50]2[CH2:55][CH2:54][O:53][CH2:52][CH2:51]2)=[N:48][CH:49]=1. Product: [Br:1][C:2]1[CH:3]=[C:4]([CH:8]=[CH:9][N:10]=1)[C:5]([NH:59][C:57]1[S:56][C:46]2[C:47]([N:50]3[CH2:55][CH2:54][O:53][CH2:52][CH2:51]3)=[N:48][CH:49]=[C:44]([O:43][CH3:42])[C:45]=2[N:58]=1)=[O:7]. The catalyst class is: 1. (4) The catalyst class is: 49. Product: [OH:35][CH2:34][CH2:36][NH:37][S:20]([C:16]1[CH:17]=[CH:18][CH:19]=[C:14]([C:10]2[CH:9]=[C:8]([C:6]3[CH:5]=[C:4]([C:24]4[CH:25]=[CH:26][C:27]([C:30]([F:32])([F:33])[F:31])=[CH:28][CH:29]=4)[CH:3]=[C:2]([CH3:1])[N:7]=3)[CH:13]=[CH:12][N:11]=2)[CH:15]=1)(=[O:21])=[O:22]. Reactant: [CH3:1][C:2]1[N:7]=[C:6]([C:8]2[CH:13]=[CH:12][N:11]=[C:10]([C:14]3[CH:15]=[C:16]([S:20](Cl)(=[O:22])=[O:21])[CH:17]=[CH:18][CH:19]=3)[CH:9]=2)[CH:5]=[C:4]([C:24]2[CH:29]=[CH:28][C:27]([C:30]([F:33])([F:32])[F:31])=[CH:26][CH:25]=2)[CH:3]=1.[CH2:34]([CH2:36][NH2:37])[OH:35]. (5) Reactant: [CH3:1][C:2]([Si:5]([CH3:29])([CH3:28])[O:6][CH2:7][C@@H:8]([O:10][C:11]1[CH:12]=[C:13]([CH:24]=[C:25]([OH:27])[CH:26]=1)[C:14]([NH:16][C:17]1[CH:22]=[N:21][C:20]([CH3:23])=[CH:19][N:18]=1)=[O:15])[CH3:9])([CH3:4])[CH3:3].[N:30]1([C:34]([C:36]2[CH:41]=[N:40][C:39](Cl)=[CH:38][N:37]=2)=[O:35])[CH2:33][CH2:32][CH2:31]1.C(=O)([O-])[O-].[K+].[K+].C(OCC)(=O)C. Product: [N:30]1([C:34]([C:36]2[N:37]=[CH:38][C:39]([O:27][C:25]3[CH:24]=[C:13]([CH:12]=[C:11]([O:10][C@@H:8]([CH3:9])[CH2:7][O:6][Si:5]([C:2]([CH3:3])([CH3:4])[CH3:1])([CH3:28])[CH3:29])[CH:26]=3)[C:14]([NH:16][C:17]3[CH:22]=[N:21][C:20]([CH3:23])=[CH:19][N:18]=3)=[O:15])=[N:40][CH:41]=2)=[O:35])[CH2:33][CH2:32][CH2:31]1. The catalyst class is: 10. (6) Reactant: [CH3:1][O:2][C:3]1[N:12]=[C:11]([CH3:13])[CH:10]=[CH:9][C:4]=1[C:5](OC)=[O:6].[H-].[Al+3].[Li+].[H-].[H-].[H-].O.O.O.O.O.O.O.O.O.O.S([O-])([O-])(=O)=O.[Na+].[Na+]. Product: [CH3:1][O:2][C:3]1[C:4]([CH2:5][OH:6])=[CH:9][CH:10]=[C:11]([CH3:13])[N:12]=1. The catalyst class is: 7. (7) Reactant: O.[NH2:2][NH2:3].C[O:5][C:6](=O)[C:7]([NH:9][C:10]1[CH:27]=[CH:26][C:13]([O:14][C@@H:15]2[CH2:20][CH2:19][C@H:18]([C:21]([O:23][CH2:24][CH3:25])=[O:22])[CH2:17][CH2:16]2)=[CH:12][CH:11]=1)=[O:8]. Product: [NH:2]([C:6](=[O:5])[C:7]([NH:9][C:10]1[CH:27]=[CH:26][C:13]([O:14][C@@H:15]2[CH2:20][CH2:19][C@H:18]([C:21]([O:23][CH2:24][CH3:25])=[O:22])[CH2:17][CH2:16]2)=[CH:12][CH:11]=1)=[O:8])[NH2:3]. The catalyst class is: 14. (8) Reactant: [CH2:1]([O:3][P:4]([C:9]([O:32][CH2:33][CH3:34])([C:12]1[CH:17]=[CH:16][C:15]([NH:18][C:19]2[N:27]=[C:26](I)[N:25]=[C:24]3[C:20]=2[N:21]=[CH:22][N:23]3[CH:29]([CH3:31])[CH3:30])=[CH:14][CH:13]=1)[PH2:10]=[O:11])(=[O:8])[O:5][CH2:6][CH3:7])[CH3:2].[Br-].[CH:36]1([Zn+])[CH2:40][CH2:39][CH2:38][CH2:37]1.O. Product: [CH2:1]([O:3][P:4]([C:9]([C:12]1[CH:17]=[CH:16][C:15]([NH:18][C:19]2[N:27]=[C:26]([CH:36]3[CH2:40][CH2:39][CH2:38][CH2:37]3)[N:25]=[C:24]3[C:20]=2[N:21]=[CH:22][N:23]3[CH:29]([CH3:31])[CH3:30])=[CH:14][CH:13]=1)([O:32][CH2:33][CH3:34])[PH2:10]=[O:11])(=[O:8])[O:5][CH2:6][CH3:7])[CH3:2]. The catalyst class is: 3. (9) Reactant: [N+:1]([C:4]1[CH:11]=[CH:10][C:7]([C:8]#[N:9])=[CH:6][C:5]=1[NH:12][C:13]1[CH:14]=[C:15]([CH3:19])[CH:16]=[CH:17][CH:18]=1)([O-])=O.[O-]S(S([O-])=O)=O.[Na+].[Na+]. Product: [NH2:1][C:4]1[CH:11]=[CH:10][C:7]([C:8]#[N:9])=[CH:6][C:5]=1[NH:12][C:13]1[CH:14]=[C:15]([CH3:19])[CH:16]=[CH:17][CH:18]=1. The catalyst class is: 88.